From a dataset of Forward reaction prediction with 1.9M reactions from USPTO patents (1976-2016). Predict the product of the given reaction. Given the reactants [CH3:1][C:2]([Si:5]([CH3:26])([CH3:25])[O:6][C@@H:7]1[CH2:11][N:10]([C:12]([O:14][C:15]([CH3:18])([CH3:17])[CH3:16])=[O:13])[C@@H:9]([CH2:19]OS(C)(=O)=O)[CH2:8]1)([CH3:4])[CH3:3], predict the reaction product. The product is: [CH3:3][C:2]([Si:5]([CH3:26])([CH3:25])[O:6][C@@H:7]1[CH2:11][N:10]([C:12]([O:14][C:15]([CH3:18])([CH3:17])[CH3:16])=[O:13])[C@@H:9]([CH3:19])[CH2:8]1)([CH3:1])[CH3:4].